Task: Predict the product of the given reaction.. Dataset: Forward reaction prediction with 1.9M reactions from USPTO patents (1976-2016) (1) Given the reactants [NH:1]1[CH2:6][CH:5]=[C:4]([C:7]2[C:16]3[C:11](=[CH:12][CH:13]=[CH:14][CH:15]=3)[C:10](=[O:17])[NH:9][CH:8]=2)[CH2:3][CH2:2]1.C(=O)([O-])[O-].[K+].[K+].[CH:24](I)([CH3:26])[CH3:25], predict the reaction product. The product is: [CH:24]([N:1]1[CH2:2][CH:3]=[C:4]([C:7]2[C:16]3[C:11](=[CH:12][CH:13]=[CH:14][CH:15]=3)[C:10](=[O:17])[NH:9][CH:8]=2)[CH2:5][CH2:6]1)([CH3:26])[CH3:25]. (2) The product is: [C:14]([CH:13]([CH2:8][CH2:7][CH2:6][CH2:5][CH2:4][CH2:3][CH2:2][CH3:1])[C:12]#[N:22])(=[O:10])[CH3:15]. Given the reactants [CH3:1][C:2]1[CH:3]=[CH:4][CH:5]=[CH:6][C:7]=1[CH3:8].C[O-:10].[K+].[C:12](#[N:22])[CH2:13][CH2:14][CH2:15]CCCCCC.Cl, predict the reaction product. (3) Given the reactants [N:1]1([C:5]2[CH:10]=[C:9]([CH2:11][O:12][CH2:13][C:14]([F:17])([F:16])[F:15])[N:8]=[C:7](Cl)[N:6]=2)[CH2:4][CH2:3][CH2:2]1.[CH3:19][O:20][C:21]1[CH:22]=[C:23]([CH:25]=[CH:26][C:27]=1[C:28]1[CH:33]=[C:32]([CH3:34])[N:31]=[N:30][CH:29]=1)[NH2:24].C(=O)([O-])[O-].[Cs+].[Cs+].C1(P(C2CCCCC2)C2C=CC=CC=2C2C=CC=CC=2)CCCCC1, predict the reaction product. The product is: [N:1]1([C:5]2[CH:10]=[C:9]([CH2:11][O:12][CH2:13][C:14]([F:17])([F:16])[F:15])[N:8]=[C:7]([NH:24][C:23]3[CH:25]=[CH:26][C:27]([C:28]4[CH:33]=[C:32]([CH3:34])[N:31]=[N:30][CH:29]=4)=[C:21]([O:20][CH3:19])[CH:22]=3)[N:6]=2)[CH2:4][CH2:3][CH2:2]1. (4) Given the reactants C(N(CC)C(=O)C1C=CC(C(C2C=CC=CC=2NS(C2C=CC=CC=2)(=O)=O)=C2CCNCC2)=CC=1)C.CC(OC([N:44]1[CH2:49][CH2:48][C:47](=[C:50]([C:64]2[CH:69]=[CH:68][CH:67]=[CH:66][C:65]=2[NH2:70])[C:51]2[CH:56]=[CH:55][C:54]([C:57]([N:59]([CH2:62][CH3:63])[CH2:60][CH3:61])=[O:58])=[CH:53][CH:52]=2)[CH2:46][CH2:45]1)=O)(C)C.[F:71][C:72]([F:79])([F:78])[CH2:73][S:74](Cl)(=[O:76])=[O:75].C(O)(C(F)(F)F)=O, predict the reaction product. The product is: [CH2:60]([N:59]([CH2:62][CH3:63])[C:57](=[O:58])[C:54]1[CH:53]=[CH:52][C:51]([C:50](=[C:47]2[CH2:46][CH2:45][NH:44][CH2:49][CH2:48]2)[C:64]2[CH:69]=[CH:68][CH:67]=[CH:66][C:65]=2[NH:70][S:74]([CH2:73][C:72]([F:79])([F:78])[F:71])(=[O:76])=[O:75])=[CH:56][CH:55]=1)[CH3:61]. (5) Given the reactants [CH2:1]([C:5]1[CH:10]=[CH:9][C:8]([C:11]([N:13]2[CH2:18][CH2:17][CH:16]([N:19]3[C:23]4[CH:24]=[CH:25][CH:26]=[CH:27][C:22]=4[NH:21][C:20]3=[S:28])[CH2:15][CH2:14]2)=[O:12])=[CH:7][CH:6]=1)[CH2:2][CH2:3][CH3:4].CI.[C:31](=O)([O-])[O-].[K+].[K+], predict the reaction product. The product is: [CH2:1]([C:5]1[CH:6]=[CH:7][C:8]([C:11]([N:13]2[CH2:18][CH2:17][CH:16]([N:19]3[C:23]4[CH:24]=[CH:25][CH:26]=[CH:27][C:22]=4[N:21]=[C:20]3[S:28][CH3:31])[CH2:15][CH2:14]2)=[O:12])=[CH:9][CH:10]=1)[CH2:2][CH2:3][CH3:4]. (6) Given the reactants [CH:1]1([C:7]2[CH:8]=[C:9]3[C:19](=[CH:20][CH:21]=2)[O:18][C:12]2([CH2:17][CH2:16][CH2:15][O:14][CH2:13]2)[CH2:11][C:10]3=O)[CH2:6][CH2:5][CH2:4][CH2:3][CH2:2]1.C[Si]([N:27]=[C:28]=[N:29][Si](C)(C)C)(C)C, predict the reaction product. The product is: [CH:1]1([C:7]2[CH:8]=[C:9]3[C:19](=[CH:20][CH:21]=2)[O:18][C:12]2([CH2:17][CH2:16][CH2:15][O:14][CH2:13]2)[CH2:11]/[C:10]/3=[N:29]\[C:28]#[N:27])[CH2:6][CH2:5][CH2:4][CH2:3][CH2:2]1. (7) Given the reactants C([O:5][C:6](=[O:37])[CH2:7][CH2:8][C:9]1[CH:14]=[C:13]([CH3:15])[C:12]([C:16]2[NH:20][C:19]3[CH:21]=[CH:22][C:23]([C:25](=[O:35])[NH:26][C:27]4[CH:32]=[CH:31][C:30]([CH3:33])=[C:29]([CH3:34])[CH:28]=4)=[CH:24][C:18]=3[N:17]=2)=[C:11]([CH3:36])[CH:10]=1)(C)(C)C.[OH-].[Na+].Cl, predict the reaction product. The product is: [CH3:34][C:29]1[CH:28]=[C:27]([NH:26][C:25]([C:23]2[CH:22]=[CH:21][C:19]3[NH:20][C:16]([C:12]4[C:11]([CH3:36])=[CH:10][C:9]([CH2:8][CH2:7][C:6]([OH:37])=[O:5])=[CH:14][C:13]=4[CH3:15])=[N:17][C:18]=3[CH:24]=2)=[O:35])[CH:32]=[CH:31][C:30]=1[CH3:33]. (8) Given the reactants [NH:1]1[C:5]2[CH:6]=[CH:7][CH:8]=[CH:9][C:4]=2[N:3]=[N:2]1.[CH:10]1([NH2:15])[CH2:14][CH2:13][CH2:12][CH2:11]1.[CH2:16]=O, predict the reaction product. The product is: [N:1]1([CH2:16][NH:15][CH:10]2[CH2:14][CH2:13][CH2:12][CH2:11]2)[C:5]2[CH:6]=[CH:7][CH:8]=[CH:9][C:4]=2[N:3]=[N:2]1. (9) Given the reactants [Cl:1][C:2]1[CH:25]=[C:24]([F:26])[CH:23]=[CH:22][C:3]=1[C:4]([C:6]1[C:7]([C:20]#[N:21])=[N:8][N:9]([CH3:19])[C:10]=1[C:11]1[C:16]([F:17])=[CH:15][CH:14]=[CH:13][C:12]=1[F:18])=[O:5].[BH4-].[Na+].Cl, predict the reaction product. The product is: [Cl:1][C:2]1[CH:25]=[C:24]([F:26])[CH:23]=[CH:22][C:3]=1[CH:4]([OH:5])[C:6]1[C:7]([C:20]#[N:21])=[N:8][N:9]([CH3:19])[C:10]=1[C:11]1[C:12]([F:18])=[CH:13][CH:14]=[CH:15][C:16]=1[F:17]. (10) Given the reactants [CH2:1]([O:8][C:9]1[CH:10]=[C:11]([CH:13]=[C:14](Br)[CH:15]=1)[NH2:12])[C:2]1[CH:7]=[CH:6][CH:5]=[CH:4][CH:3]=1.[CH3:17][C:18]1([CH3:34])[C:22]([CH3:24])([CH3:23])[O:21][B:20]([B:20]2[O:21][C:22]([CH3:24])([CH3:23])[C:18]([CH3:34])([CH3:17])[O:19]2)[O:19]1.C([O-])(=O)C.[K+].O, predict the reaction product. The product is: [CH2:1]([O:8][C:9]1[CH:10]=[C:11]([CH:13]=[C:14]([B:20]2[O:21][C:22]([CH3:24])([CH3:23])[C:18]([CH3:34])([CH3:17])[O:19]2)[CH:15]=1)[NH2:12])[C:2]1[CH:7]=[CH:6][CH:5]=[CH:4][CH:3]=1.